From a dataset of Forward reaction prediction with 1.9M reactions from USPTO patents (1976-2016). Predict the product of the given reaction. (1) Given the reactants [N:1]1([CH2:7][CH2:8][O:9][CH2:10][CH2:11][O:12][CH2:13][CH2:14][O:15][CH2:16][CH2:17][C:18]([O:20]C(C)(C)C)=[O:19])[CH2:6][CH2:5][O:4][CH2:3][CH2:2]1.C(O)(C(F)(F)F)=O, predict the reaction product. The product is: [N:1]1([CH2:7][CH2:8][O:9][CH2:10][CH2:11][O:12][CH2:13][CH2:14][O:15][CH2:16][CH2:17][C:18]([OH:20])=[O:19])[CH2:6][CH2:5][O:4][CH2:3][CH2:2]1. (2) Given the reactants [CH2:8](OB(C=C)O[CH2:8][CH2:9][CH2:10][CH3:11])[CH2:9][CH2:10][CH3:11].O1CCOCC1.BrC1[S:36][C:24]2[N:25]=[C:26]([C:30]3[S:31][CH:32]=[C:33]([CH3:35])[N:34]=3)[N:27]=[C:28]([NH2:29])[C:23]=2C=1.C([O-])([O-])=O.[K+].[K+], predict the reaction product. The product is: [CH3:35][C:33]1[N:34]=[C:30]([C:26]2[N:27]=[C:28]([NH2:29])[C:23]3[CH:8]=[C:9]([CH:10]=[CH2:11])[S:36][C:24]=3[N:25]=2)[S:31][CH:32]=1. (3) Given the reactants [CH3:1][O:2][C:3](=[O:15])[CH2:4][C@H:5]1[C:9]2[CH:10]=[CH:11][C:12]([OH:14])=[CH:13][C:8]=2[O:7][CH2:6]1.[CH3:16][C:17]1[CH:22]=[C:21]([O:23][CH2:24][CH2:25][CH2:26][S:27]([CH3:30])(=[O:29])=[O:28])[CH:20]=[C:19]([CH3:31])[C:18]=1[C:32]1[CH:37]=[CH:36][CH:35]=[C:34]([CH2:38]O)[CH:33]=1.C(P(CCCC)CCCC)CCC.N(C(N1CCCCC1)=O)=NC(N1CCCCC1)=O, predict the reaction product. The product is: [CH3:1][O:2][C:3](=[O:15])[CH2:4][C@H:5]1[C:9]2[CH:10]=[CH:11][C:12]([O:14][CH2:38][C:34]3[CH:33]=[C:32]([C:18]4[C:17]([CH3:16])=[CH:22][C:21]([O:23][CH2:24][CH2:25][CH2:26][S:27]([CH3:30])(=[O:29])=[O:28])=[CH:20][C:19]=4[CH3:31])[CH:37]=[CH:36][CH:35]=3)=[CH:13][C:8]=2[O:7][CH2:6]1. (4) Given the reactants [F:1][C:2]([F:19])([F:18])[C:3]1[CH:8]=[CH:7][C:6]([C:9]2[C:10]([C:15](Cl)=[O:16])=[CH:11][CH:12]=[CH:13][CH:14]=2)=[CH:5][CH:4]=1.Cl.[NH2:21][C:22]1[CH:27]=[CH:26][C:25]([CH:28]([CH3:33])[C:29]([O:31][CH3:32])=[O:30])=[CH:24][CH:23]=1.C(N(CC)CC)C.C(OCC)(=O)C, predict the reaction product. The product is: [F:1][C:2]([F:19])([F:18])[C:3]1[CH:8]=[CH:7][C:6]([C:9]2[CH:14]=[CH:13][CH:12]=[CH:11][C:10]=2[C:15]([NH:21][C:22]2[CH:23]=[CH:24][C:25]([CH:28]([CH3:33])[C:29]([O:31][CH3:32])=[O:30])=[CH:26][CH:27]=2)=[O:16])=[CH:5][CH:4]=1. (5) The product is: [CH3:6][O:7][C:8]([C:12]1[S:13][C:14]([CH:20]=[O:21])=[CH:15][N:16]=1)([O:10][CH3:11])[CH3:9]. Given the reactants [Li]CCCC.[CH3:6][O:7][C:8]([C:12]1[S:13][CH:14]=[CH:15][N:16]=1)([O:10][CH3:11])[CH3:9].CN([CH:20]=[O:21])C.[NH4+].[Cl-], predict the reaction product.